From a dataset of Forward reaction prediction with 1.9M reactions from USPTO patents (1976-2016). Predict the product of the given reaction. (1) The product is: [Cl:1][C:2]1[CH:24]=[C:23]([C:25]([F:28])([F:26])[F:27])[CH:22]=[CH:21][C:3]=1[CH2:4][N:5]1[C:9](/[CH:10]=[CH:11]/[C:12]([O:14][CH2:15][CH3:16])=[O:13])=[CH:8][C:7]([OH:17])=[N:6]1. Given the reactants [Cl:1][C:2]1[CH:24]=[C:23]([C:25]([F:28])([F:27])[F:26])[CH:22]=[CH:21][C:3]=1[CH2:4][N:5]1[C:9](/[CH:10]=[CH:11]/[C:12]([O:14][CH2:15][CH3:16])=[O:13])=[CH:8][C:7]([O:17]COC)=[N:6]1.Cl, predict the reaction product. (2) Given the reactants C([N:8]1[CH2:13][CH2:12][CH:11]([N:14]([CH3:16])[CH3:15])[C:10]([CH3:18])([CH3:17])[CH2:9]1)C1C=CC=CC=1, predict the reaction product. The product is: [CH3:15][N:14]([CH3:16])[CH:11]1[CH2:12][CH2:13][NH:8][CH2:9][C:10]1([CH3:17])[CH3:18]. (3) The product is: [Cl:1][C:2]1[CH:7]=[CH:6][C:5]([CH:8]([C:37]2[CH:38]=[CH:39][C:40]([Cl:43])=[CH:41][CH:42]=2)[C:9]2[CH:10]=[C:11]3[C:16](=[CH:17][CH:18]=2)[N:15]=[CH:14][N:13]=[C:12]3[NH:19][CH:20]2[CH2:21][CH2:22][N:23]([C:26]3[CH:31]=[CH:30][C:29]([CH2:32][C:33]([OH:35])=[O:34])=[CH:28][CH:27]=3)[CH2:24][CH2:25]2)=[CH:4][CH:3]=1. Given the reactants [Cl:1][C:2]1[CH:7]=[CH:6][C:5]([CH:8]([C:37]2[CH:42]=[CH:41][C:40]([Cl:43])=[CH:39][CH:38]=2)[C:9]2[CH:10]=[C:11]3[C:16](=[CH:17][CH:18]=2)[N:15]=[CH:14][N:13]=[C:12]3[NH:19][CH:20]2[CH2:25][CH2:24][N:23]([C:26]3[CH:31]=[CH:30][C:29]([CH2:32][C:33]([O:35]C)=[O:34])=[CH:28][CH:27]=3)[CH2:22][CH2:21]2)=[CH:4][CH:3]=1.Cl, predict the reaction product. (4) Given the reactants [F:1][CH:2]([F:34])[C:3]1[N:7]([C:8]2[N:13]=[C:12]([N:14]3[CH2:19][CH2:18][O:17][CH2:16][CH2:15]3)[N:11]=[C:10]([NH:20][C@H:21]3[CH2:26][CH2:25][C@H:24]([C:27](O)=[O:28])[CH2:23][CH2:22]3)[CH:9]=2)[C:6]2[CH:30]=[CH:31][CH:32]=[CH:33][C:5]=2[N:4]=1.ClC(OCC(C)C)=O.C[N:44]1CCOCC1.N, predict the reaction product. The product is: [F:34][CH:2]([F:1])[C:3]1[N:7]([C:8]2[N:13]=[C:12]([N:14]3[CH2:19][CH2:18][O:17][CH2:16][CH2:15]3)[N:11]=[C:10]([NH:20][C@H:21]3[CH2:22][CH2:23][C@H:24]([C:27]([NH2:44])=[O:28])[CH2:25][CH2:26]3)[CH:9]=2)[C:6]2[CH:30]=[CH:31][CH:32]=[CH:33][C:5]=2[N:4]=1. (5) Given the reactants Br[C:2]1[CH:7]=[C:6]([Cl:8])[CH:5]=[CH:4][C:3]=1[C:9]1[C:18]2[C:13](=[CH:14][C:15]([S:19]([NH:22][C:23]3[CH:27]=[CH:26][O:25][N:24]=3)(=[O:21])=[O:20])=[CH:16][CH:17]=2)[CH:12]=[CH:11][N:10]=1.[CH3:28][N:29]1[C:33](B2OC(C)(C)C(C)(C)O2)=[CH:32][CH:31]=[N:30]1.C(=O)([O-])[O-].[K+].[K+].B(O)O, predict the reaction product. The product is: [Cl:8][C:6]1[CH:5]=[CH:4][C:3]([C:9]2[C:18]3[C:13](=[CH:14][C:15]([S:19]([NH:22][C:23]4[CH:27]=[CH:26][O:25][N:24]=4)(=[O:21])=[O:20])=[CH:16][CH:17]=3)[CH:12]=[CH:11][N:10]=2)=[C:2]([C:33]2[N:29]([CH3:28])[N:30]=[CH:31][CH:32]=2)[CH:7]=1.